From a dataset of Full USPTO retrosynthesis dataset with 1.9M reactions from patents (1976-2016). Predict the reactants needed to synthesize the given product. (1) Given the product [OH:1][C@H:2]1[CH2:6][CH2:5][CH2:4][C@@H:3]1[NH:7][C:8]1[C:13]([C:14]([OH:16])=[O:15])=[CH:12][N:11]=[C:10]([S:19][CH3:20])[N:9]=1, predict the reactants needed to synthesize it. The reactants are: [OH:1][C@H:2]1[CH2:6][CH2:5][CH2:4][C@@H:3]1[NH:7][C:8]1[C:13]([C:14]([O:16]CC)=[O:15])=[CH:12][N:11]=[C:10]([S:19][CH3:20])[N:9]=1.[OH-].[Na+]. (2) Given the product [CH3:1][N:2]([CH2:10][C@H:11]1[CH2:15][CH2:14][NH:13][CH2:12]1)[C:3](=[O:4])[O:5][C:6]([CH3:9])([CH3:7])[CH3:8], predict the reactants needed to synthesize it. The reactants are: [CH3:1][N:2]([CH2:10][C@H:11]1[CH2:15][CH2:14][N:13](C(OCC2C=CC=CC=2)=O)[CH2:12]1)[C:3]([O:5][C:6]([CH3:9])([CH3:8])[CH3:7])=[O:4]. (3) Given the product [Cl:1][C:2]1[C:3]([C:8]2[N:12]=[CH:11][NH:10][N:9]=2)=[C:4]([NH:7][C:26](=[O:27])[CH2:25][N:21]2[C:22]3[C:17](=[CH:16][C:15]([C:13]#[N:14])=[CH:24][CH:23]=3)[CH:18]=[CH:19][C:20]2=[O:29])[S:5][CH:6]=1, predict the reactants needed to synthesize it. The reactants are: [Cl:1][C:2]1[C:3]([C:8]2[N:12]=[CH:11][NH:10][N:9]=2)=[C:4]([NH2:7])[S:5][CH:6]=1.[C:13]([C:15]1[CH:16]=[C:17]2[C:22](=[CH:23][CH:24]=1)[N:21]([CH2:25][C:26](O)=[O:27])[C:20](=[O:29])[CH:19]=[CH:18]2)#[N:14]. (4) Given the product [CH3:8][C:2]([S:9][C:10]1[N:14]([C:15]2[C:24]3[C:19](=[CH:20][CH:21]=[CH:22][CH:23]=3)[CH:18]=[CH:17][CH:16]=2)[N:13]=[CH:12][CH:11]=1)([CH3:1])[C:3]([OH:5])=[O:4], predict the reactants needed to synthesize it. The reactants are: [CH3:1][C:2]([S:9][C:10]1[N:14]([C:15]2[C:24]3[C:19](=[CH:20][CH:21]=[CH:22][CH:23]=3)[CH:18]=[CH:17][CH:16]=2)[N:13]=[CH:12][CH:11]=1)([CH3:8])[C:3]([O:5]CC)=[O:4].[OH-].[Na+]. (5) Given the product [C:46]1([C:18]2[CH:23]=[C:22]([C:18]3[CH:19]=[CH:20][CH:21]=[CH:22][CH:23]=3)[C:21]([OH:34])=[C:20]([C:35]3[CH:40]=[CH:39][CH:38]=[CH:37][CH:36]=3)[CH:19]=2)[CH:51]=[CH:50][CH:49]=[CH:48][CH:47]=1, predict the reactants needed to synthesize it. The reactants are: C1(CCCCCCCCNC([C:18]2[CH:19]=[C:20]([C:35]3[CH:40]=[CH:39][CH:38]=[C:37](C(F)(F)F)[CH:36]=3)[C:21]([OH:34])=[C:22](C3C=CC=C(C(F)(F)F)C=3)[CH:23]=2)=O)C=CC=CC=1.Br[C:46]1[CH:51]=[C:50](I)[C:49](O)=[C:48](I)[CH:47]=1.